This data is from Forward reaction prediction with 1.9M reactions from USPTO patents (1976-2016). The task is: Predict the product of the given reaction. Given the reactants [F:1][C:2]1[CH:3]=[C:4]2[C:9](=[CH:10][CH:11]=1)[N:8]([C@H:12]([CH3:16])[C:13]([OH:15])=O)[CH2:7][CH2:6][CH2:5]2.[C:17]1([N:23]2[CH2:28][CH2:27][NH:26][CH2:25][CH2:24]2)[CH:22]=[CH:21][CH:20]=[CH:19][CH:18]=1.CN(C(ON1N=NC2C=CC=NC1=2)=[N+](C)C)C.F[P-](F)(F)(F)(F)F.C([O-])(O)=O.[Na+], predict the reaction product. The product is: [F:1][C:2]1[CH:3]=[C:4]2[C:9](=[CH:10][CH:11]=1)[N:8]([C@H:12]([CH3:16])[C:13]([N:26]1[CH2:27][CH2:28][N:23]([C:17]3[CH:22]=[CH:21][CH:20]=[CH:19][CH:18]=3)[CH2:24][CH2:25]1)=[O:15])[CH2:7][CH2:6][CH2:5]2.